Dataset: Peptide-MHC class II binding affinity with 134,281 pairs from IEDB. Task: Regression. Given a peptide amino acid sequence and an MHC pseudo amino acid sequence, predict their binding affinity value. This is MHC class II binding data. (1) The peptide sequence is LIGPTPVNIIGRNLLTQIGC. The MHC is DRB1_0401 with pseudo-sequence DRB1_0401. The binding affinity (normalized) is 0.127. (2) The peptide sequence is EFRVSTTENVVNLSN. The MHC is DRB5_0101 with pseudo-sequence DRB5_0101. The binding affinity (normalized) is 0.171. (3) The peptide sequence is IPQEWKPAITVKVLPA. The MHC is DRB1_1302 with pseudo-sequence DRB1_1302. The binding affinity (normalized) is 0.486.